From a dataset of Reaction yield outcomes from USPTO patents with 853,638 reactions. Predict the reaction yield, written as a fraction of the theoretical maximum amount of product (1.0 means a 100% yield; for example, 0.34 means a 34% yield). (1) The reactants are Br[C:2]1[CH:17]=[CH:16][C:5]2[N:6]=[C:7]([C:9]3[CH:14]=[CH:13][CH:12]=[CH:11][C:10]=3[OH:15])[S:8][C:4]=2[CH:3]=1.[Li]C(C)(C)C.[C:23]1([Si:29](Cl)([C:36]2[CH:41]=[CH:40][CH:39]=[CH:38][CH:37]=2)[C:30]2[CH:35]=[CH:34][CH:33]=[CH:32][CH:31]=2)[CH:28]=[CH:27][CH:26]=[CH:25][CH:24]=1.O. The catalyst is C1COCC1. The product is [C:36]1([Si:29]([C:23]2[CH:24]=[CH:25][CH:26]=[CH:27][CH:28]=2)([C:30]2[CH:35]=[CH:34][CH:33]=[CH:32][CH:31]=2)[C:2]2[CH:17]=[CH:16][C:5]3[N:6]=[C:7]([C:9]4[CH:14]=[CH:13][CH:12]=[CH:11][C:10]=4[OH:15])[S:8][C:4]=3[CH:3]=2)[CH:37]=[CH:38][CH:39]=[CH:40][CH:41]=1. The yield is 0.830. (2) The reactants are [NH2:1][C:2]1[CH:3]=[C:4]([CH:7]=[CH:8][CH:9]=1)[C:5]#[N:6].[H-].[Na+].[CH2:12]([O:14][CH:15]([O:18][CH2:19][CH3:20])[CH2:16]Br)[CH3:13].[NH4+].[Cl-]. The catalyst is CS(C)=O. The product is [CH2:12]([O:14][CH:15]([O:18][CH2:19][CH3:20])[CH2:16][NH:1][C:2]1[CH:3]=[C:4]([CH:7]=[CH:8][CH:9]=1)[C:5]#[N:6])[CH3:13]. The yield is 0.170.